Dataset: Forward reaction prediction with 1.9M reactions from USPTO patents (1976-2016). Task: Predict the product of the given reaction. (1) Given the reactants [NH:1]1[C:9]2[C:4](=[CH:5][CH:6]=[CH:7][CH:8]=2)[C:3]([CH2:10][CH2:11][CH2:12][C:13]([OH:15])=O)=[CH:2]1.C(N=C=NCCCN(C)C)C.[CH3:27][O:28][C:29]1[CH:34]=[CH:33][C:32]([N:35]2[CH2:40][CH2:39][NH:38][CH2:37][CH2:36]2)=[CH:31][CH:30]=1.ON1C2C=CC=CC=2N=N1.C(N(CC)CC)C, predict the reaction product. The product is: [NH:1]1[C:9]2[C:4](=[CH:5][CH:6]=[CH:7][CH:8]=2)[C:3]([CH2:10][CH2:11][CH2:12][C:13]([N:38]2[CH2:37][CH2:36][N:35]([C:32]3[CH:31]=[CH:30][C:29]([O:28][CH3:27])=[CH:34][CH:33]=3)[CH2:40][CH2:39]2)=[O:15])=[CH:2]1. (2) Given the reactants [Cl:1][C:2]1[CH:3]=[C:4]([CH:9]=[C:10]([CH2:12][OH:13])[N:11]=1)[C:5]([O:7][CH3:8])=[O:6].C[N+]1([O-])CCOCC1, predict the reaction product. The product is: [Cl:1][C:2]1[CH:3]=[C:4]([CH:9]=[C:10]([CH:12]=[O:13])[N:11]=1)[C:5]([O:7][CH3:8])=[O:6]. (3) Given the reactants [Br:1][C:2]1[CH:7]=[CH:6][CH:5]=[CH:4][C:3]=1[C:8]1[O:9][C:10]2[CH:18]=[N:17][C:16](SC)=[N:15][C:11]=2[N:12]([CH3:14])[N:13]=1.O[O:22][S:23]([O-:25])=O.[K+].[C:27](OCC)(=O)C, predict the reaction product. The product is: [Br:1][C:2]1[CH:7]=[CH:6][CH:5]=[CH:4][C:3]=1[C:8]1[O:9][C:10]2[CH:18]=[N:17][C:16]([S:23]([CH3:27])(=[O:25])=[O:22])=[N:15][C:11]=2[N:12]([CH3:14])[N:13]=1. (4) Given the reactants C(OC([N:8]1[CH2:13][CH2:12][CH:11]([C:14]2[CH:19]=[CH:18][C:17]([NH:20][C:21]([C:23]3[N:24]=[C:25]([C:32]4[CH:37]=[CH:36][CH:35]=[CH:34][CH:33]=4)[O:26][C:27]=3[C:28]([F:31])([F:30])[F:29])=[O:22])=[CH:16][CH:15]=2)[CH2:10][CH2:9]1)=O)(C)(C)C.FC(F)(F)C(O)=O, predict the reaction product. The product is: [NH:8]1[CH2:13][CH2:12][CH:11]([C:14]2[CH:15]=[CH:16][C:17]([NH:20][C:21]([C:23]3[N:24]=[C:25]([C:32]4[CH:37]=[CH:36][CH:35]=[CH:34][CH:33]=4)[O:26][C:27]=3[C:28]([F:29])([F:30])[F:31])=[O:22])=[CH:18][CH:19]=2)[CH2:10][CH2:9]1. (5) The product is: [F:1][C:2]1[CH:7]=[C:6]([F:8])[CH:5]=[CH:4][C:3]=1[C:13]1[CH:18]=[CH:17][CH:16]=[CH:15][CH:14]=1. Given the reactants [F:1][C:2]1[CH:7]=[C:6]([F:8])[CH:5]=[CH:4][C:3]=1B(O)O.Br[C:13]1[CH:18]=[CH:17][CH:16]=[CH:15][CH:14]=1.C(=O)([O-])[O-].[Na+].[Na+].C(OCC)(=O)C, predict the reaction product. (6) Given the reactants [C:1]([CH2:3][C:4]1[C:5]2[C:9]([CH:10]=[CH:11][CH:12]=1)=[N:8][N:7]1[C:13]([CH:18]3[CH2:23][CH2:22][N:21](C(OC(C)(C)C)=O)[CH2:20][CH2:19]3)=[CH:14][C:15](=[O:17])[NH:16][C:6]=21)#[N:2].[ClH:31], predict the reaction product. The product is: [ClH:31].[O:17]=[C:15]1[CH:14]=[C:13]([CH:18]2[CH2:23][CH2:22][NH:21][CH2:20][CH2:19]2)[N:7]2[N:8]=[C:9]3[C:5]([C:4]([CH2:3][C:1]#[N:2])=[CH:12][CH:11]=[CH:10]3)=[C:6]2[NH:16]1. (7) Given the reactants Cl[C:2]1[C:11]2[C:6](=[CH:7][C:8]([F:17])=[C:9]([O:12][CH2:13][CH2:14][O:15][CH3:16])[CH:10]=2)[N:5]=[CH:4][C:3]=1[C:18]#[N:19].[Cl:20][C:21]1[CH:27]=[C:26]([Cl:28])[C:25]([O:29][CH3:30])=[CH:24][C:22]=1[NH2:23].Cl.N1C=CC=CC=1, predict the reaction product. The product is: [Cl:20][C:21]1[CH:27]=[C:26]([Cl:28])[C:25]([O:29][CH3:30])=[CH:24][C:22]=1[NH:23][C:2]1[C:11]2[C:6](=[CH:7][C:8]([F:17])=[C:9]([O:12][CH2:13][CH2:14][O:15][CH3:16])[CH:10]=2)[N:5]=[CH:4][C:3]=1[C:18]#[N:19]. (8) Given the reactants [BH4-].[Na+].[O:3]=[C:4]1[CH2:10][CH:9]([CH:11]=[O:12])[C:6]2([CH2:8][CH2:7]2)[NH:5]1, predict the reaction product. The product is: [OH:12][CH2:11][CH:9]1[C:6]2([CH2:8][CH2:7]2)[NH:5][C:4](=[O:3])[CH2:10]1. (9) Given the reactants [CH3:1][C:2]1[N:7]=[C:6]2[N:8]([CH2:12][C:13]3[CH:14]=[C:15]([C:19]4[N:24]=[CH:23][C:22]([N:25]5[CH2:30][CH2:29][N:28](C(OC(C)(C)C)=O)[CH2:27][CH2:26]5)=[CH:21][N:20]=4)[CH:16]=[CH:17][CH:18]=3)[C:9](=[O:11])[O:10][C:5]2=[CH:4][CH:3]=1.Cl, predict the reaction product. The product is: [CH3:1][C:2]1[N:7]=[C:6]2[N:8]([CH2:12][C:13]3[CH:18]=[CH:17][CH:16]=[C:15]([C:19]4[N:24]=[CH:23][C:22]([N:25]5[CH2:30][CH2:29][NH:28][CH2:27][CH2:26]5)=[CH:21][N:20]=4)[CH:14]=3)[C:9](=[O:11])[O:10][C:5]2=[CH:4][CH:3]=1.